This data is from Full USPTO retrosynthesis dataset with 1.9M reactions from patents (1976-2016). The task is: Predict the reactants needed to synthesize the given product. The reactants are: [N+:1]([C:4]1[CH:5]=[C:6]([CH:8]=[CH:9][CH:10]=1)[NH2:7])([O-:3])=[O:2].Cl[C:12]1[CH:13]=[N:14][CH:15]=[CH:16][CH:17]=1.C([O-])([O-])=O.[Cs+].[Cs+].CC1(C)C2C(=C(P(C3C=CC=CC=3)C3C=CC=CC=3)C=CC=2)OC2C(P(C3C=CC=CC=3)C3C=CC=CC=3)=CC=CC1=2. Given the product [N+:1]([C:4]1[CH:5]=[C:6]([NH:7][C:12]2[CH:13]=[N:14][CH:15]=[CH:16][CH:17]=2)[CH:8]=[CH:9][CH:10]=1)([O-:3])=[O:2], predict the reactants needed to synthesize it.